From a dataset of Forward reaction prediction with 1.9M reactions from USPTO patents (1976-2016). Predict the product of the given reaction. (1) Given the reactants [CH3:1][S:2][C:3]1[N:12]=[CH:11][C:10]2[CH:9]=[CH:8][C:7]3[C:13]([C:23]([NH2:25])=[O:24])=[N:14][N:15]([CH2:16][CH:17]4[CH2:22][CH2:21][NH:20][CH2:19][CH2:18]4)[C:6]=3[C:5]=2[N:4]=1.C(O)(=O)C.O=[CH:31][CH2:32][NH:33][C:34](=[O:40])[O:35][C:36]([CH3:39])([CH3:38])[CH3:37].[BH3-]C#N.[Na+], predict the reaction product. The product is: [C:36]([O:35][C:34](=[O:40])[NH:33][CH2:32][CH2:31][N:20]1[CH2:21][CH2:22][CH:17]([CH2:16][N:15]2[C:6]3[C:5]4[N:4]=[C:3]([S:2][CH3:1])[N:12]=[CH:11][C:10]=4[CH:9]=[CH:8][C:7]=3[C:13]([C:23](=[O:24])[NH2:25])=[N:14]2)[CH2:18][CH2:19]1)([CH3:39])([CH3:38])[CH3:37]. (2) Given the reactants FC(C1C=CC=C(C2N[N:33]=[N:32][N:31]=2)C=1)C1C=CC(COC2C=CC(C(=O)C)=C(O)C=2CCC)=CC=1.[C:35]([C:38]1[CH:61]=[CH:60][C:41]([O:42][CH2:43][C:44]2[CH:49]=[CH:48][C:47]([C:50]([C:52]3[CH:53]=[C:54]([CH:57]=[CH:58][CH:59]=3)[C:55]#[N:56])=[CH2:51])=[CH:46][CH:45]=2)=[C:40]([CH2:62][CH2:63][CH3:64])[C:39]=1[OH:65])(=[O:37])[CH3:36], predict the reaction product. The product is: [OH:65][C:39]1[C:40]([CH2:62][CH2:63][CH3:64])=[C:41]([O:42][CH2:43][C:44]2[CH:45]=[CH:46][C:47]([C:50]([C:52]3[CH:59]=[CH:58][CH:57]=[C:54]([C:55]4[NH:33][N:32]=[N:31][N:56]=4)[CH:53]=3)=[CH2:51])=[CH:48][CH:49]=2)[CH:60]=[CH:61][C:38]=1[C:35](=[O:37])[CH3:36]. (3) Given the reactants Cl.[CH:2]1([CH2:5][O:6][C@H:7]2[CH2:12][CH2:11][CH2:10][CH2:9][C@H:8]2[NH:13]C(=O)OC(C)(C)C)[CH2:4][CH2:3]1, predict the reaction product. The product is: [CH:2]1([CH2:5][O:6][C@H:7]2[CH2:12][CH2:11][CH2:10][CH2:9][C@H:8]2[NH2:13])[CH2:3][CH2:4]1. (4) Given the reactants [NH:1]1[CH2:6][CH2:5][C:4]2([O:11][C:10]3[C:12]4[C:17]([C:18](=[O:21])[C:19](=[O:20])[C:9]=3[S:8][CH2:7]2)=[CH:16][CH:15]=[CH:14][CH:13]=4)[CH2:3][CH2:2]1.[CH2:22]([C:24]1[CH:34]=[CH:33][C:27]([O:28][CH2:29][CH:30]2[CH2:32][O:31]2)=[CH:26][CH:25]=1)[CH3:23], predict the reaction product. The product is: [CH2:22]([C:24]1[CH:34]=[CH:33][C:27]([O:28][CH2:29][CH:30]([OH:31])[CH2:32][N:1]2[CH2:2][CH2:3][C:4]3([O:11][C:10]4[C:12]5[C:17]([C:18](=[O:21])[C:19](=[O:20])[C:9]=4[S:8][CH2:7]3)=[CH:16][CH:15]=[CH:14][CH:13]=5)[CH2:5][CH2:6]2)=[CH:26][CH:25]=1)[CH3:23]. (5) The product is: [CH2:34]([Sn:29]([CH2:25][CH2:26][CH2:27][CH3:28])([CH2:30][CH2:31][CH2:32][CH3:33])[C:5]1[O:1][C:2]([P:6]([O:7][CH2:8][CH3:9])(=[O:10])[O:11][CH2:12][CH3:13])=[CH:3][CH:4]=1)[CH2:35][CH2:36][CH3:37]. Given the reactants [O:1]1[CH:5]=[CH:4][CH:3]=[C:2]1[P:6]([O:11][CH2:12][CH3:13])(=[O:10])[O:7][CH2:8][CH3:9].C([N-]C1CCCCC1)(C)C.[Li+].[CH2:25]([Sn:29](Cl)([CH2:34][CH2:35][CH2:36][CH3:37])[CH2:30][CH2:31][CH2:32][CH3:33])[CH2:26][CH2:27][CH3:28], predict the reaction product. (6) Given the reactants [O:1]1CCO[CH:2]1[C:6]1[CH:7]=[C:8]([NH:12][C:13]([C:15]2[C:27]3[CH2:26][C:25]4[C:20](=[CH:21][CH:22]=[CH:23][CH:24]=4)[C:19]=3[CH:18]=[CH:17][CH:16]=2)=[O:14])[CH:9]=[CH:10][CH:11]=1.Cl, predict the reaction product. The product is: [CH:2]([C:6]1[CH:7]=[C:8]([NH:12][C:13]([C:15]2[C:27]3[CH2:26][C:25]4[C:20](=[CH:21][CH:22]=[CH:23][CH:24]=4)[C:19]=3[CH:18]=[CH:17][CH:16]=2)=[O:14])[CH:9]=[CH:10][CH:11]=1)=[O:1]. (7) Given the reactants [ClH:1].O[CH2:3][C:4]1([NH2:9])[CH2:8][CH2:7][CH2:6][CH2:5]1.Cl.O=S(Cl)[Cl:13], predict the reaction product. The product is: [ClH:13].[Cl:1][CH2:3][C:4]1([NH2:9])[CH2:8][CH2:7][CH2:6][CH2:5]1. (8) Given the reactants Cl.[NH:2]([C:4]1[CH:12]=[CH:11][CH:10]=[CH:9][C:5]=1[C:6]([OH:8])=[O:7])N.[C:13]1(=O)[CH2:17][CH2:16][CH2:15][CH2:14]1.OS(O)(=O)=O, predict the reaction product. The product is: [CH2:15]1[C:14]2[C:12]3[C:4](=[C:5]([C:6]([OH:8])=[O:7])[CH:9]=[CH:10][CH:11]=3)[NH:2][C:13]=2[CH2:17][CH2:16]1. (9) The product is: [CH3:27][S:28]([O:18][CH:16]1[CH2:17][N:14]([CH:1]([C:8]2[CH:13]=[CH:12][CH:11]=[CH:10][CH:9]=2)[C:2]2[CH:3]=[CH:4][CH:5]=[CH:6][CH:7]=2)[CH:15]1[CH3:19])(=[O:30])=[O:29]. Given the reactants [CH:1]([N:14]1[CH2:17][CH:16]([OH:18])[CH:15]1[CH3:19])([C:8]1[CH:13]=[CH:12][CH:11]=[CH:10][CH:9]=1)[C:2]1[CH:7]=[CH:6][CH:5]=[CH:4][CH:3]=1.C(NC(C)C)(C)C.[CH3:27][S:28](Cl)(=[O:30])=[O:29].O, predict the reaction product. (10) Given the reactants [C:1]([C:5]1[N:6]=[C:7]([N:22]2[CH2:27][CH2:26]O[CH2:24][CH2:23]2)[C:8]2[N:13]=[N:12][N:11]([CH2:14][C:15]3[CH:20]=[CH:19][CH:18]=[CH:17][C:16]=3[Cl:21])[C:9]=2[N:10]=1)([CH3:4])([CH3:3])[CH3:2].C(C1N=C(Cl)C2N=NN(CC3C=CC=CC=3Cl)C=2N=1)(C)(C)C.Cl.[F:51][C:52]1([F:58])CCNCC1, predict the reaction product. The product is: [C:1]([C:5]1[N:6]=[C:7]([N:22]2[CH2:27][CH2:26][C:52]([F:58])([F:51])[CH2:24][CH2:23]2)[C:8]2[N:13]=[N:12][N:11]([CH2:14][C:15]3[CH:20]=[CH:19][CH:18]=[CH:17][C:16]=3[Cl:21])[C:9]=2[N:10]=1)([CH3:4])([CH3:3])[CH3:2].